The task is: Predict the reaction yield, written as a fraction of the theoretical maximum amount of product (1.0 means a 100% yield; for example, 0.34 means a 34% yield).. This data is from Reaction yield outcomes from USPTO patents with 853,638 reactions. The reactants are [CH3:1][S:2](Cl)(=[O:4])=[O:3].[OH:6][CH2:7][CH2:8][C@H:9]1[C@@H:13]([CH2:14][OH:15])[CH2:12][N:11]([C:16]([O:18][C:19]([CH3:22])([CH3:21])[CH3:20])=[O:17])[CH2:10]1.C(N(CC)C(C)C)(C)C. The product is [CH3:1][S:2]([O:6][CH2:7][CH2:8][C@H:9]1[C@@H:13]([CH2:14][O:15][S:2]([CH3:1])(=[O:4])=[O:3])[CH2:12][N:11]([C:16]([O:18][C:19]([CH3:22])([CH3:21])[CH3:20])=[O:17])[CH2:10]1)(=[O:4])=[O:3]. The yield is 0.830. The catalyst is ClCCl.